Dataset: Reaction yield outcomes from USPTO patents with 853,638 reactions. Task: Predict the reaction yield, written as a fraction of the theoretical maximum amount of product (1.0 means a 100% yield; for example, 0.34 means a 34% yield). (1) The reactants are [C:1]([CH2:8][N:9]1[CH2:22][CH2:21][CH2:20][NH:19][CH2:18][CH2:17][N:16]([CH2:23][C:24]([O:26][C:27]([CH3:30])([CH3:29])[CH3:28])=[O:25])[CH2:15][CH2:14][CH2:13][N:12]([CH2:31][CH2:32][C:33]2[CH:38]=[CH:37][C:36]([N+:39]([O-])=O)=[CH:35][CH:34]=2)[CH2:11][CH2:10]1)([O:3][C:4]([CH3:7])([CH3:6])[CH3:5])=[O:2].CCOCC. The catalyst is C(O)C.[Pd].C([O-])([O-])=O.[Ca+2]. The product is [C:1]([CH2:8][N:9]1[CH2:22][CH2:21][CH2:20][NH:19][CH2:18][CH2:17][N:16]([CH2:23][C:24]([O:26][C:27]([CH3:28])([CH3:29])[CH3:30])=[O:25])[CH2:15][CH2:14][CH2:13][N:12]([CH2:31][CH2:32][C:33]2[CH:34]=[CH:35][C:36]([NH2:39])=[CH:37][CH:38]=2)[CH2:11][CH2:10]1)([O:3][C:4]([CH3:5])([CH3:6])[CH3:7])=[O:2]. The yield is 0.980. (2) The reactants are [Br:1][C:2]1[CH:7]=[C:6]([C:8]2[N:13]=[N:12][C:11](SC)=[N:10][CH:9]=2)[CH:5]=[C:4]([Br:16])[C:3]=1[OH:17].[Br:18][C:19]1[CH:26]=[CH:25][C:22]([CH2:23][OH:24])=[CH:21][CH:20]=1.CC(C)([O-])C.[K+].P([O-])([O-])([O-])=O. The catalyst is O1CCCC1.C(Cl)Cl. The product is [Br:1][C:2]1[CH:7]=[C:6]([C:8]2[N:13]=[N:12][C:11]([O:24][CH2:23][C:22]3[CH:25]=[CH:26][C:19]([Br:18])=[CH:20][CH:21]=3)=[N:10][CH:9]=2)[CH:5]=[C:4]([Br:16])[C:3]=1[OH:17]. The yield is 0.300. (3) The reactants are [Cl:1][C:2]1[C:7]([F:8])=[CH:6][C:5]([C@H:9]2[CH2:14][C@H:13]([C:15]3[O:19][NH:18][C:17](=[O:20])[CH:16]=3)[CH2:12][CH2:11][N:10]2C(OC)=O)=[CH:4][C:3]=1[F:25].Br. No catalyst specified. The product is [Cl:1][C:2]1[C:7]([F:8])=[CH:6][C:5]([C@H:9]2[CH2:14][C@H:13]([C:15]3[O:19][NH:18][C:17](=[O:20])[CH:16]=3)[CH2:12][CH2:11][NH:10]2)=[CH:4][C:3]=1[F:25]. The yield is 0.190. (4) The reactants are Cl[CH2:2][C:3]1[CH:28]=[CH:27][C:6]([C:7]([NH:9][C:10]2[S:11][C:12]3[C:18]([N:19]4[CH2:24][CH2:23][O:22][CH2:21][CH2:20]4)=[CH:17][CH:16]=[C:15]([O:25][CH3:26])[C:13]=3[N:14]=2)=[O:8])=[CH:5][CH:4]=1.[CH3:29][O-:30].[Na+]. The catalyst is C1COCC1. The product is [CH3:29][O:30][CH2:2][C:3]1[CH:28]=[CH:27][C:6]([C:7]([NH:9][C:10]2[S:11][C:12]3[C:18]([N:19]4[CH2:24][CH2:23][O:22][CH2:21][CH2:20]4)=[CH:17][CH:16]=[C:15]([O:25][CH3:26])[C:13]=3[N:14]=2)=[O:8])=[CH:5][CH:4]=1. The yield is 0.410. (5) The reactants are [Br:1][C:2]1[CH:10]=[C:6]([C:7]([OH:9])=O)[C:5]([OH:11])=[CH:4][CH:3]=1.[CH3:12][O:13][C:14]1[CH:15]=[C:16]([CH:18]=[C:19]([C:21]([F:24])([F:23])[F:22])[CH:20]=1)[NH2:17]. No catalyst specified. The product is [Br:1][C:2]1[CH:3]=[CH:4][C:5]([OH:11])=[C:6]([CH:10]=1)[C:7]([NH:17][C:16]1[CH:18]=[C:19]([C:21]([F:23])([F:24])[F:22])[CH:20]=[C:14]([O:13][CH3:12])[CH:15]=1)=[O:9]. The yield is 0.588.